From a dataset of Full USPTO retrosynthesis dataset with 1.9M reactions from patents (1976-2016). Predict the reactants needed to synthesize the given product. (1) Given the product [CH3:40][C@H:27]1[CH2:28][NH:29][CH2:30][C@@H:31]([CH3:32])[N:26]1[C:24]([O:5][CH2:4][C:3]1[CH:6]=[C:7]([O:10][CH2:16][C:15]2[CH:18]=[CH:19][CH:20]=[C:13]([C:12]([F:22])([F:21])[F:11])[CH:14]=2)[CH:8]=[CH:9][C:2]=1[F:1])=[O:25], predict the reactants needed to synthesize it. The reactants are: [F:1][C:2]1[CH:9]=[CH:8][C:7]([OH:10])=[CH:6][C:3]=1[CH2:4][OH:5].[F:11][C:12]([F:22])([F:21])[C:13]1[CH:14]=[C:15]([CH:18]=[CH:19][CH:20]=1)[CH2:16]Br.Cl[C:24]([N:26]1[C@H:31]([CH3:32])[CH2:30][N:29](C(OC(C)(C)C)=O)[CH2:28][C@@H:27]1[CH3:40])=[O:25]. (2) Given the product [C:1]([O:5][C:6]([O:8][NH:9][CH2:10][CH2:11][CH:12]1[CH2:17][CH2:16][N:15]([C:20]2[CH:25]=[CH:24][N:23]=[CH:22][CH:21]=2)[CH2:14][CH2:13]1)=[O:7])([CH3:4])([CH3:2])[CH3:3], predict the reactants needed to synthesize it. The reactants are: [C:1]([O:5][C:6]([O:8][NH:9][CH2:10][CH2:11][CH:12]1[CH2:17][CH2:16][NH:15][CH2:14][CH2:13]1)=[O:7])([CH3:4])([CH3:3])[CH3:2].Cl.Cl[C:20]1[CH:25]=[CH:24][N:23]=[CH:22][CH:21]=1. (3) Given the product [Cl:1][C:2]1[CH:3]=[CH:4][C:5]([C:8]2[C:12]3[CH:13]=[CH:14][C:15]([C:17]#[C:18][CH2:19][CH2:20][CH2:21][N:27]([CH2:31][CH2:32][OH:33])[CH2:28][CH2:29][OH:30])=[CH:16][C:11]=3[S:10][N:9]=2)=[CH:6][CH:7]=1, predict the reactants needed to synthesize it. The reactants are: [Cl:1][C:2]1[CH:7]=[CH:6][C:5]([C:8]2[C:12]3[CH:13]=[CH:14][C:15]([C:17]#[C:18][CH2:19][CH2:20][CH2:21]OS(C)(=O)=O)=[CH:16][C:11]=3[S:10][N:9]=2)=[CH:4][CH:3]=1.[NH:27]([CH2:31][CH2:32][OH:33])[CH2:28][CH2:29][OH:30]. (4) Given the product [CH3:18][CH:16]1[NH:17][CH:12]([CH3:11])[CH2:13][N:14]([C:2]2[CH:3]=[C:4]([NH2:8])[CH:5]=[CH:6][CH:7]=2)[CH2:15]1, predict the reactants needed to synthesize it. The reactants are: F[C:2]1[CH:7]=[CH:6][CH:5]=[C:4]([N+:8]([O-])=O)[CH:3]=1.[CH3:11][CH:12]1[NH:17][CH:16]([CH3:18])[CH2:15][NH:14][CH2:13]1.